This data is from Rat liver microsome stability data. The task is: Regression/Classification. Given a drug SMILES string, predict its absorption, distribution, metabolism, or excretion properties. Task type varies by dataset: regression for continuous measurements (e.g., permeability, clearance, half-life) or binary classification for categorical outcomes (e.g., BBB penetration, CYP inhibition). Dataset: rlm. (1) The compound is CN1CC[C@@](NC(=O)c2ccc3c(C4CCCCC4)c(-c4ccccn4)n(C)c3c2)(C(=O)Nc2ccc(C=CC(=O)O)cc2)C1. The result is 1 (stable in rat liver microsomes). (2) The compound is COCCN1CCNc2nc(COc3ccc(C(C)C)cc3)n(Cc3ccccc3)c2C1=O. The result is 1 (stable in rat liver microsomes). (3) The drug is CS(=O)(=O)c1ccc(-c2cnc3c(O)n(Cc4cc(F)ccc4C#N)c(N4CCC[C@@H](N)C4)nc2-3)cc1F. The result is 0 (unstable in rat liver microsomes). (4) The compound is Cc1ccc(-c2cc(C(=O)Nc3ccccn3)c3ccccc3n2)cc1. The result is 1 (stable in rat liver microsomes). (5) The drug is Cc1nnc2n1-c1ccc(Cl)cc1C(c1ccccc1)=NC2. The result is 1 (stable in rat liver microsomes). (6) The molecule is O=C(NCCCN(C1=NS(=O)(=O)c2ccccc21)c1ccccc1)c1ccc(F)cc1. The result is 1 (stable in rat liver microsomes).